From a dataset of Full USPTO retrosynthesis dataset with 1.9M reactions from patents (1976-2016). Predict the reactants needed to synthesize the given product. (1) Given the product [C:1]([O:5][C:6]([N:8]1[CH2:12][CH2:11][CH:10]([C:13]2[CH:18]=[CH:17][C:16]([S:19]([C:22]3[CH:27]=[CH:26][CH:25]=[C:24]([F:28])[CH:23]=3)(=[O:21])=[O:20])=[CH:15][C:14]=2[C:29]([O:31][CH2:32][CH3:33])=[O:30])[CH2:9]1)=[O:7])([CH3:4])([CH3:3])[CH3:2], predict the reactants needed to synthesize it. The reactants are: [C:1]([O:5][C:6]([N:8]1[CH:12]=[CH:11][C:10]([C:13]2[CH:18]=[CH:17][C:16]([S:19]([C:22]3[CH:27]=[CH:26][CH:25]=[C:24]([F:28])[CH:23]=3)(=[O:21])=[O:20])=[CH:15][C:14]=2[C:29]([O:31][CH2:32][CH3:33])=[O:30])=[CH:9]1)=[O:7])([CH3:4])([CH3:3])[CH3:2].[H][H]. (2) The reactants are: Cl[C:2]1[N:6]([CH3:7])[N:5]=[CH:4][C:3]=1[N+:8]([O-:10])=[O:9].[CH3:11][NH:12][CH2:13][CH2:14][OH:15]. Given the product [CH3:11][N:12]([C:2]1[N:6]([CH3:7])[N:5]=[CH:4][C:3]=1[N+:8]([O-:10])=[O:9])[CH2:13][CH2:14][OH:15], predict the reactants needed to synthesize it. (3) Given the product [CH3:18][O:17][C:14]1[C:15]2[N:16]=[C:8]([NH:7][C:5](=[O:6])[C:4]3[CH:25]=[CH:26][N:27]=[C:2]([N:7]4[CH2:8][CH2:28][O:31][CH2:4][CH2:5]4)[CH:3]=3)[S:9][C:10]=2[C:11]([N:19]2[CH2:24][CH2:23][O:22][CH2:21][CH2:20]2)=[N:12][CH:13]=1, predict the reactants needed to synthesize it. The reactants are: Br[C:2]1[CH:3]=[C:4]([CH:25]=[CH:26][N:27]=1)[C:5]([NH:7][C:8]1[S:9][C:10]2[C:11]([N:19]3[CH2:24][CH2:23][O:22][CH2:21][CH2:20]3)=[N:12][CH:13]=[C:14]([O:17][CH3:18])[C:15]=2[N:16]=1)=[O:6].[C:28](=[O:31])([O-])[O-].[Cs+].[Cs+]. (4) The reactants are: [Si:1]([O:8][CH2:9][C:10]([CH3:14])([CH3:13])[CH2:11][OH:12])([C:4]([CH3:7])([CH3:6])[CH3:5])([CH3:3])[CH3:2].CC(OI1(OC(C)=O)(OC(C)=O)OC(=O)C2C=CC=CC1=2)=O. Given the product [Si:1]([O:8][CH2:9][C:10]([CH3:14])([CH3:13])[CH:11]=[O:12])([C:4]([CH3:7])([CH3:6])[CH3:5])([CH3:3])[CH3:2], predict the reactants needed to synthesize it.